Dataset: Full USPTO retrosynthesis dataset with 1.9M reactions from patents (1976-2016). Task: Predict the reactants needed to synthesize the given product. The reactants are: [CH:1]1([C:4]2[NH:8][C:7]3[CH:9]=[C:10]([C:14]4[C:15]([CH3:20])=[N:16][O:17][C:18]=4[CH3:19])[CH:11]=[C:12](I)[C:6]=3[N:5]=2)[CH2:3][CH2:2]1.CC1(C)C(C)(C)OB([C:29]2[CH:34]=[CH:33][C:32]([OH:35])=[CH:31][CH:30]=2)O1. Given the product [CH:1]1([C:4]2[NH:8][C:7]3[CH:9]=[C:10]([C:14]4[C:15]([CH3:20])=[N:16][O:17][C:18]=4[CH3:19])[CH:11]=[C:12]([C:29]4[CH:34]=[CH:33][C:32]([OH:35])=[CH:31][CH:30]=4)[C:6]=3[N:5]=2)[CH2:3][CH2:2]1, predict the reactants needed to synthesize it.